From a dataset of Full USPTO retrosynthesis dataset with 1.9M reactions from patents (1976-2016). Predict the reactants needed to synthesize the given product. (1) Given the product [C:16]([O:15][C:13]([N:1]1[CH2:6][CH2:5][CH:4]([CH:7]2[CH2:12][CH2:11][N:10]([C:31]3[S:30][N:29]=[C:28]([Cl:27])[N:32]=3)[CH2:9][CH2:8]2)[CH2:3][CH2:2]1)=[O:14])([CH3:19])([CH3:18])[CH3:17], predict the reactants needed to synthesize it. The reactants are: [N:1]1([C:13]([O:15][C:16]([CH3:19])([CH3:18])[CH3:17])=[O:14])[CH2:6][CH2:5][CH:4]([CH:7]2[CH2:12][CH2:11][NH:10][CH2:9][CH2:8]2)[CH2:3][CH2:2]1.C(N(CC)CC)C.[Cl:27][C:28]1[N:32]=[C:31](Cl)[S:30][N:29]=1. (2) The reactants are: Cl.Cl.[N:3]1[CH:8]=[CH:7][C:6]([CH:9]2[NH:14][C:13]([NH2:15])=[N:12][CH2:11][CH2:10]2)=[CH:5][CH:4]=1.C(=O)([O-])[O-].[K+].[K+].[N:22]1[CH:27]=[CH:26][C:25]([C:28](=O)[CH2:29][C:30]([O:32]CC)=O)=[CH:24][CH:23]=1. Given the product [N:22]1[CH:23]=[CH:24][C:25]([C:28]2[N:15]=[C:13]3[NH:14][CH:9]([C:6]4[CH:7]=[CH:8][N:3]=[CH:4][CH:5]=4)[CH2:10][CH2:11][N:12]3[C:30](=[O:32])[CH:29]=2)=[CH:26][CH:27]=1, predict the reactants needed to synthesize it. (3) The reactants are: CN(C(ON1N=NC2C=CC=NC1=2)=[N+](C)C)C.F[P-](F)(F)(F)(F)F.[OH:25][C:26]1[CH:27]=[C:28]([N:32]2[CH2:37][CH2:36][NH:35][CH2:34][CH2:33]2)[CH:29]=[CH:30][CH:31]=1.[Cl:38][C:39]1[C:40]([C:49]([F:52])([F:51])[F:50])=[N:41][N:42]([CH2:45][C:46](O)=[O:47])[C:43]=1[CH3:44]. Given the product [Cl:38][C:39]1[C:40]([C:49]([F:51])([F:50])[F:52])=[N:41][N:42]([CH2:45][C:46]([N:35]2[CH2:36][CH2:37][N:32]([C:28]3[CH:29]=[CH:30][CH:31]=[C:26]([OH:25])[CH:27]=3)[CH2:33][CH2:34]2)=[O:47])[C:43]=1[CH3:44], predict the reactants needed to synthesize it. (4) Given the product [NH:9]1[C:4]2[C:3](=[CH:8][CH:7]=[CH:6][CH:5]=2)[CH2:2][NH:1][C:17]1=[S:18], predict the reactants needed to synthesize it. The reactants are: [NH2:1][CH2:2][C:3]1[CH:8]=[CH:7][CH:6]=[CH:5][C:4]=1[NH2:9].C(N(CC)CC)C.[C:17](Cl)(Cl)=[S:18].[OH-].[K+]. (5) Given the product [ClH:3].[ClH:5].[CH3:24][O:10][C:9](=[O:11])[CH:8]([NH2:7])[CH2:12][C:13]1[CH:14]=[C:15]2[C:20](=[CH:21][CH:22]=1)[C:19]([NH2:23])=[N:18][CH:17]=[CH:16]2, predict the reactants needed to synthesize it. The reactants are: S(Cl)([Cl:3])=O.[ClH:5].Cl.[NH2:7][CH:8]([CH2:12][C:13]1[CH:14]=[C:15]2[C:20](=[CH:21][CH:22]=1)[C:19]([NH2:23])=[N:18][CH:17]=[CH:16]2)[C:9]([OH:11])=[O:10].[CH3:24]O. (6) The reactants are: Cl[C:2]1[C:11]2[C:6](=[CH:7][CH:8]=[CH:9][CH:10]=2)[N:5]=[C:4]([C:12]2[CH:17]=[CH:16][CH:15]=[CH:14][C:13]=2[F:18])[N:3]=1.[NH:19]1[C:27]2[CH:26]=[CH:25][N:24]=[CH:23][C:22]=2[CH2:21][CH2:20]1.C(=O)([O-])[O-].[Cs+].[Cs+]. Given the product [N:19]1([C:2]2[C:11]3[C:6](=[CH:7][CH:8]=[CH:9][CH:10]=3)[N:5]=[C:4]([C:12]3[CH:17]=[CH:16][CH:15]=[CH:14][C:13]=3[F:18])[N:3]=2)[C:27]2[CH:26]=[CH:25][N:24]=[CH:23][C:22]=2[CH2:21][CH2:20]1, predict the reactants needed to synthesize it. (7) Given the product [NH2:40][C:39]1[C:34]2[CH:33]=[CH:32][N:31]([C@@H:23]3[CH2:22][C@H:21]([CH2:20][N:16]([CH:14]4[CH2:13][CH:12]([CH2:11][CH2:10][C:8]5[NH:7][C:6]6[CH:52]=[C:2]([Cl:1])[C:3]([C:53]([F:55])([F:54])[F:56])=[CH:4][C:5]=6[N:9]=5)[CH2:15]4)[CH:17]([CH3:19])[CH3:18])[C@@H:25]([OH:26])[C@H:24]3[OH:28])[C:35]=2[N:36]=[CH:37][N:38]=1, predict the reactants needed to synthesize it. The reactants are: [Cl:1][C:2]1[C:3]([C:53]([F:56])([F:55])[F:54])=[CH:4][C:5]2[N:9]=[C:8]([CH2:10][CH2:11][CH:12]3[CH2:15][CH:14]([N:16]([CH2:20][C@@H:21]4[C@H:25]5[O:26]C(C)(C)[O:28][C@H:24]5[C@H:23]([N:31]5[C:35]6[N:36]=[CH:37][N:38]=[C:39]([NH:40]CC7C=CC(OC)=CC=7OC)[C:34]=6[CH:33]=[CH:32]5)[CH2:22]4)[CH:17]([CH3:19])[CH3:18])[CH2:13]3)[NH:7][C:6]=2[CH:52]=1.